The task is: Predict the reactants needed to synthesize the given product.. This data is from Full USPTO retrosynthesis dataset with 1.9M reactions from patents (1976-2016). (1) Given the product [Si:1]([N:8]1[C:11](=[O:12])[C@H:10]([CH3:17])[C@H:9]1[C:13]([OH:15])=[O:14])([C:4]([CH3:7])([CH3:6])[CH3:5])([CH3:3])[CH3:2], predict the reactants needed to synthesize it. The reactants are: [Si:1]([N:8]1[C:11](=[O:12])[CH2:10][C@H:9]1[C:13]([OH:15])=[O:14])([C:4]([CH3:7])([CH3:6])[CH3:5])([CH3:3])[CH3:2].[Li+].[CH3:17]C([N-]C(C)C)C.CI. (2) Given the product [C:1]([O:5][C:6]([NH:8][C@@H:9]([C@H:10]([CH2:35][CH:34]=[CH2:33])[C:11]([O:13][CH3:14])=[O:12])[C:15]([N:17]1[CH2:21][CH2:20][C@H:19]([F:22])[CH2:18]1)=[O:16])=[O:7])([CH3:4])([CH3:2])[CH3:3], predict the reactants needed to synthesize it. The reactants are: [C:1]([O:5][C:6]([NH:8][C@H:9]([C:15]([N:17]1[CH2:21][CH2:20][C@H:19]([F:22])[CH2:18]1)=[O:16])[CH2:10][C:11]([O:13][CH3:14])=[O:12])=[O:7])([CH3:4])([CH3:3])[CH3:2].C[Si](C)(C)[N-][Si](C)(C)C.[K+].[CH2:33](Br)[CH:34]=[CH2:35]. (3) Given the product [C:36]([OH:39])(=[O:38])[CH3:37].[NH2:8][CH2:16][C@@H:17]1[O:21][C:20](=[O:22])[N:19]([C:23]2[CH:28]=[CH:27][C:26]([N:29]3[CH2:34][CH2:33][O:32][CH2:31][C:30]3=[O:35])=[CH:25][CH:24]=2)[CH2:18]1, predict the reactants needed to synthesize it. The reactants are: C([N:8]([CH2:16][C@@H:17]1[O:21][C:20](=[O:22])[N:19]([C:23]2[CH:28]=[CH:27][C:26]([N:29]3[CH2:34][CH2:33][O:32][CH2:31][C:30]3=[O:35])=[CH:25][CH:24]=2)[CH2:18]1)CC1C=CC=CC=1)C1C=CC=CC=1.[C:36]([OH:39])(=[O:38])[CH3:37]. (4) The reactants are: C[Al](C)C.[NH2:5][C:6]1[CH:13]=[CH:12][C:9]([C:10]#[N:11])=[CH:8][CH:7]=1.[F:14][C:15]1[CH:20]=[C:19]([F:21])[CH:18]=[CH:17][C:16]=1[C@@:22]([OH:52])([CH2:46][N:47]1[CH:51]=[N:50][CH:49]=[N:48]1)[C@H:23]([S:25][C@@H:26]1[CH2:31][O:30][C@@H:29]([C:32]2[CH:33]=[C:34]3[C:39](=[CH:40][CH:41]=2)[CH:38]=[C:37]([C:42](OC)=[O:43])[CH:36]=[CH:35]3)[O:28][CH2:27]1)[CH3:24].C(C(C(C([O-])=O)O)O)([O-])=O.[Na+].[K+]. Given the product [C:10]([C:9]1[CH:12]=[CH:13][C:6]([NH:5][C:42]([C:37]2[CH:36]=[CH:35][C:34]3[C:39](=[CH:40][CH:41]=[C:32]([C@H:29]4[O:28][CH2:27][C@H:26]([S:25][C@H:23]([CH3:24])[C@:22]([C:16]5[CH:17]=[CH:18][C:19]([F:21])=[CH:20][C:15]=5[F:14])([OH:52])[CH2:46][N:47]5[CH:51]=[N:50][CH:49]=[N:48]5)[CH2:31][O:30]4)[CH:33]=3)[CH:38]=2)=[O:43])=[CH:7][CH:8]=1)#[N:11], predict the reactants needed to synthesize it.